Dataset: Peptide-MHC class I binding affinity with 185,985 pairs from IEDB/IMGT. Task: Regression. Given a peptide amino acid sequence and an MHC pseudo amino acid sequence, predict their binding affinity value. This is MHC class I binding data. (1) The peptide sequence is ELRSRYWAI. The MHC is HLA-A69:01 with pseudo-sequence HLA-A69:01. The binding affinity (normalized) is 0.536. (2) The peptide sequence is ETAWPFFYA. The MHC is HLA-B07:02 with pseudo-sequence HLA-B07:02. The binding affinity (normalized) is 0.0847. (3) The peptide sequence is KLILAEYIR. The MHC is HLA-A68:01 with pseudo-sequence HLA-A68:01. The binding affinity (normalized) is 0.293. (4) The peptide sequence is KGSPAIFQY. The MHC is Mamu-B3901 with pseudo-sequence Mamu-B3901. The binding affinity (normalized) is 0.567.